From a dataset of Full USPTO retrosynthesis dataset with 1.9M reactions from patents (1976-2016). Predict the reactants needed to synthesize the given product. (1) Given the product [CH3:21][O:22][C:23]1[CH:28]=[C:27]([C:29]([F:32])([F:31])[F:30])[CH:26]=[CH:25][C:24]=1[C:33]1[C:42]2[C:37](=[CH:38][C:39]([S:43]([NH:6][C:4]3[N:3]=[CH:2][O:1][CH:5]=3)(=[O:44])=[O:45])=[CH:40][CH:41]=2)[CH:36]=[CH:35][N:34]=1, predict the reactants needed to synthesize it. The reactants are: [O:1]1[CH:5]=[C:4]([NH:6]C(=O)OCC2C=CC(OC)=CC=2OC)[N:3]=[CH:2]1.[CH3:21][O:22][C:23]1[CH:28]=[C:27]([C:29]([F:32])([F:31])[F:30])[CH:26]=[CH:25][C:24]=1[C:33]1[C:42]2[C:37](=[CH:38][C:39]([S:43](OC3C(F)=C(F)C(F)=C(F)C=3F)(=[O:45])=[O:44])=[CH:40][CH:41]=2)[CH:36]=[CH:35][N:34]=1.C(=O)([O-])[O-].[Cs+].[Cs+]. (2) Given the product [NH2:17][C@H:14]1[CH2:15][CH2:16][C@H:11]([N:10]([CH3:9])[C:26](=[O:27])[O:28][C:29]([CH3:30])([CH3:31])[CH3:32])[CH2:12][CH2:13]1, predict the reactants needed to synthesize it. The reactants are: C(=O)C1C=CC=CC=1.[CH3:9][NH:10][C@H:11]1[CH2:16][CH2:15][C@H:14]([NH2:17])[CH2:13][CH2:12]1.[C:26](O[C:26]([O:28][C:29]([CH3:32])([CH3:31])[CH3:30])=[O:27])([O:28][C:29]([CH3:32])([CH3:31])[CH3:30])=[O:27].S([O-])(O)(=O)=O.[K+].